Task: Regression. Given a peptide amino acid sequence and an MHC pseudo amino acid sequence, predict their binding affinity value. This is MHC class II binding data.. Dataset: Peptide-MHC class II binding affinity with 134,281 pairs from IEDB (1) The peptide sequence is STTENVVNLSNYEDA. The MHC is DRB1_0401 with pseudo-sequence DRB1_0401. The binding affinity (normalized) is 0.323. (2) The peptide sequence is RNVFDEVIPTAFKIG. The MHC is DRB1_0405 with pseudo-sequence DRB1_0405. The binding affinity (normalized) is 0.356. (3) The peptide sequence is YTVFETALKKAITAM. The MHC is HLA-DPA10201-DPB11401 with pseudo-sequence HLA-DPA10201-DPB11401. The binding affinity (normalized) is 0.361. (4) The MHC is HLA-DQA10501-DQB10301 with pseudo-sequence HLA-DQA10501-DQB10301. The peptide sequence is TRILTIPQSLDSWWT. The binding affinity (normalized) is 0.0856. (5) The peptide sequence is LVKPGAGIMIFDPYG. The MHC is HLA-DQA10501-DQB10301 with pseudo-sequence HLA-DQA10501-DQB10301. The binding affinity (normalized) is 0.594. (6) The peptide sequence is GAMLVGQVTLLDLLK. The binding affinity (normalized) is 0.491. The MHC is DRB3_0101 with pseudo-sequence DRB3_0101. (7) The peptide sequence is PQQPFPQQPQQPYPQQP. The MHC is HLA-DQA10401-DQB10402 with pseudo-sequence HLA-DQA10401-DQB10402. The binding affinity (normalized) is 0.199. (8) The peptide sequence is AMYMALIAAFSIRPGK. The MHC is HLA-DQA10102-DQB10501 with pseudo-sequence HLA-DQA10102-DQB10501. The binding affinity (normalized) is 0.719.